This data is from Full USPTO retrosynthesis dataset with 1.9M reactions from patents (1976-2016). The task is: Predict the reactants needed to synthesize the given product. (1) Given the product [NH2:20][C:19]1[N:21]=[C:5]([C:7]2[CH:12]=[CH:11][CH:10]=[CH:9][CH:8]=2)[CH:4]=[CH:3][N:18]=1, predict the reactants needed to synthesize it. The reactants are: CN(C)[CH:3]=[CH:4][C:5]([C:7]1[CH:12]=[CH:11][CH:10]=[CH:9][CH:8]=1)=O.C(=O)(O)O.[NH2:18][C:19]([NH2:21])=[NH:20].C[O-].[Na+]. (2) Given the product [C:37]([N:34]1[CH2:35][CH2:36][C@H:33]1[CH2:32][N:28]([CH:29]([CH3:30])[CH3:31])[C:26]([C:20]1[S:19][C:18]2=[N:17][C@:16]([C:45]3[CH:46]=[CH:47][C:48]([Cl:51])=[CH:49][CH:50]=3)([CH3:44])[C@@H:15]([C:12]3[CH:11]=[CH:10][C:9]([Cl:8])=[CH:14][CH:13]=3)[N:22]2[C:21]=1[CH:23]([CH3:24])[CH3:25])=[O:27])(=[O:39])[CH3:2], predict the reactants needed to synthesize it. The reactants are: F[C:2](F)(F)C(O)=O.[Cl:8][C:9]1[CH:14]=[CH:13][C:12]([C@H:15]2[N:22]3[C:18]([S:19][C:20]([C:26]([N:28]([CH2:32][C@@H:33]4[CH2:36][CH2:35][N:34]4[C:37]([O:39]C(C)(C)C)=O)[CH:29]([CH3:31])[CH3:30])=[O:27])=[C:21]3[CH:23]([CH3:25])[CH3:24])=[N:17][C@:16]2([C:45]2[CH:50]=[CH:49][C:48]([Cl:51])=[CH:47][CH:46]=2)[CH3:44])=[CH:11][CH:10]=1.C(OC(=O)C)(=O)C. (3) Given the product [F:1][C:2]1[CH:3]=[CH:4][C:5]([O:6][CH2:7][C@@H:8]([OH:15])[CH2:9][CH2:10][CH2:11][CH2:12][CH:13]=[O:14])=[CH:16][CH:17]=1, predict the reactants needed to synthesize it. The reactants are: [F:1][C:2]1[CH:17]=[CH:16][C:5]([O:6][CH2:7][C@@H:8]([OH:15])[CH2:9][CH2:10][CH2:11][CH2:12][CH2:13][OH:14])=[CH:4][CH:3]=1.IC1C=CC=CC=1C(O)=O.